This data is from Peptide-MHC class I binding affinity with 185,985 pairs from IEDB/IMGT. The task is: Regression. Given a peptide amino acid sequence and an MHC pseudo amino acid sequence, predict their binding affinity value. This is MHC class I binding data. (1) The peptide sequence is AAASTPESA. The MHC is Mamu-A2201 with pseudo-sequence Mamu-A2201. The binding affinity (normalized) is 0.0460. (2) The MHC is HLA-B58:02 with pseudo-sequence HLA-B58:02. The binding affinity (normalized) is 0.179. The peptide sequence is TSTLQEQIGWF. (3) The peptide sequence is GRRPLKNRK. The MHC is HLA-B08:01 with pseudo-sequence HLA-B08:01. The binding affinity (normalized) is 0.0847. (4) The peptide sequence is IVRQRVIPV. The MHC is HLA-A03:01 with pseudo-sequence HLA-A03:01. The binding affinity (normalized) is 0.0121. (5) The peptide sequence is LALEVARQKR. The binding affinity (normalized) is 0.142. The MHC is HLA-A31:01 with pseudo-sequence HLA-A31:01. (6) The peptide sequence is ALYACVLAA. The MHC is HLA-A02:01 with pseudo-sequence HLA-A02:01. The binding affinity (normalized) is 0.841. (7) The peptide sequence is VFTSRIQVI. The MHC is HLA-A02:12 with pseudo-sequence HLA-A02:12. The binding affinity (normalized) is 0.0847. (8) The peptide sequence is SYLIRALTL. The MHC is HLA-B57:01 with pseudo-sequence HLA-B57:01. The binding affinity (normalized) is 0.0847. (9) The peptide sequence is MQLKIDKLT. The MHC is HLA-A02:06 with pseudo-sequence HLA-A02:06. The binding affinity (normalized) is 0. (10) The peptide sequence is LWEKLCYLI. The MHC is HLA-A29:02 with pseudo-sequence HLA-A29:02. The binding affinity (normalized) is 0.224.